Dataset: Full USPTO retrosynthesis dataset with 1.9M reactions from patents (1976-2016). Task: Predict the reactants needed to synthesize the given product. (1) Given the product [F:36][C:30]1[C:31]([F:35])=[CH:32][CH:33]=[CH:34][C:29]=1[CH2:28][S:27][C:20]1[N:19]=[C:18]([NH:17][S:14]([N:11]2[CH2:10][CH2:9][NH:8][CH2:13][CH2:12]2)(=[O:16])=[O:15])[CH:23]=[C:22]([O:24][CH2:25][CH3:26])[N:21]=1, predict the reactants needed to synthesize it. The reactants are: CC(OC([N:8]1[CH2:13][CH2:12][N:11]([S:14]([NH:17][C:18]2[CH:23]=[C:22]([O:24][CH2:25][CH3:26])[N:21]=[C:20]([S:27][CH2:28][C:29]3[CH:34]=[CH:33][CH:32]=[C:31]([F:35])[C:30]=3[F:36])[N:19]=2)(=[O:16])=[O:15])[CH2:10][CH2:9]1)=O)(C)C.FC(F)(F)C(O)=O. (2) Given the product [O:24]=[S:16]1(=[O:25])[C:17]2[CH:23]=[CH:22][CH:21]=[CH:20][C:18]=2[CH2:19][N:13]([C:4]2[CH:3]=[C:2]([NH:30][CH2:26][C@@H:27]([NH2:29])[CH3:28])[C:11]3[C:6](=[CH:7][CH:8]=[C:9]([CH3:12])[CH:10]=3)[N:5]=2)[CH2:14][CH2:15]1, predict the reactants needed to synthesize it. The reactants are: Cl[C:2]1[C:11]2[C:6](=[CH:7][CH:8]=[C:9]([CH3:12])[CH:10]=2)[N:5]=[C:4]([N:13]2[CH2:19][C:18]3[CH:20]=[CH:21][CH:22]=[CH:23][C:17]=3[S:16](=[O:25])(=[O:24])[CH2:15][CH2:14]2)[CH:3]=1.[CH2:26]([NH2:30])[C@@H:27]([NH2:29])[CH3:28]. (3) Given the product [ClH:15].[CH2:1]([C:3]1[CH:8]=[C:7]([C:9]#[N:10])[CH:6]=[CH:5][C:4]=1[N:11]=[C:12]1[N:26]([CH2:27][CH:28]([CH3:29])[CH3:30])[C@@H:23]([CH2:22][C:19]2[CH:18]=[CH:17][C:16]([Cl:15])=[CH:21][CH:20]=2)[CH2:24][S:13]1)[CH3:2], predict the reactants needed to synthesize it. The reactants are: [CH2:1]([C:3]1[CH:8]=[C:7]([C:9]#[N:10])[CH:6]=[CH:5][C:4]=1[N:11]=[C:12]=[S:13])[CH3:2].[Cl-].[Cl:15][C:16]1[CH:21]=[CH:20][C:19]([CH2:22][C@H:23]([NH2+:26][CH2:27][CH:28]([CH3:30])[CH3:29])[CH2:24]Cl)=[CH:18][CH:17]=1. (4) Given the product [F:1][C:2]1[CH:3]=[C:4]([NH:8][S:9]([C:12]2[CH:20]=[CH:19][CH:18]=[C:14]([C:15]([N:50]3[CH2:49][CH2:48][N:47]4[CH2:51][CH2:52][CH2:53][C@H:46]4[CH2:45]3)=[O:17])[CH:13]=2)(=[O:10])=[O:11])[CH:5]=[CH:6][CH:7]=1, predict the reactants needed to synthesize it. The reactants are: [F:1][C:2]1[CH:3]=[C:4]([NH:8][S:9]([C:12]2[CH:13]=[C:14]([CH:18]=[CH:19][CH:20]=2)[C:15]([OH:17])=O)(=[O:11])=[O:10])[CH:5]=[CH:6][CH:7]=1.CN(C(ON1N=NC2C=CC=NC1=2)=[N+](C)C)C.F[P-](F)(F)(F)(F)F.[CH2:45]1[NH:50][CH2:49][CH2:48][N:47]2[CH2:51][CH2:52][CH2:53][C@@H:46]12. (5) Given the product [C:1]([O:5][C:6](=[O:19])[NH:7][C:8]1[S:9][C:10]([C:13]#[CH:14])=[CH:11][N:12]=1)([CH3:4])([CH3:3])[CH3:2], predict the reactants needed to synthesize it. The reactants are: [C:1]([O:5][C:6](=[O:19])[NH:7][C:8]1[S:9][C:10]([C:13]#[C:14][Si](C)(C)C)=[CH:11][N:12]=1)([CH3:4])([CH3:3])[CH3:2].C([O-])([O-])=O.[K+].[K+].O.C(OCC)(=O)C. (6) Given the product [CH3:15][N:13]([CH3:14])[CH2:12][CH2:11][C:5]1[C:4]2[C:8](=[CH:9][CH:10]=[C:2]([NH:1][S:25]([C:22]3[S:21][C:20]4[CH:29]=[CH:30][C:17]([Cl:16])=[CH:18][C:19]=4[C:23]=3[CH3:24])(=[O:27])=[O:26])[CH:3]=2)[NH:7][CH:6]=1, predict the reactants needed to synthesize it. The reactants are: [NH2:1][C:2]1[CH:3]=[C:4]2[C:8](=[CH:9][CH:10]=1)[NH:7][CH:6]=[C:5]2[CH2:11][CH2:12][N:13]([CH3:15])[CH3:14].[Cl:16][C:17]1[CH:30]=[CH:29][C:20]2[S:21][C:22]([S:25](Cl)(=[O:27])=[O:26])=[C:23]([CH3:24])[C:19]=2[CH:18]=1. (7) Given the product [S:11](=[O:13])(=[O:12])([O:7][CH2:1][CH2:2][CH2:3]/[CH:4]=[CH:5]\[CH3:6])[NH2:14], predict the reactants needed to synthesize it. The reactants are: [CH2:1]([OH:7])[CH2:2][CH2:3]/[CH:4]=[CH:5]\[CH3:6].[H-].[Na+].Cl[S:11]([N:14]=C=O)(=[O:13])=[O:12].C(O)=O.